Predict the reaction yield, written as a fraction of the theoretical maximum amount of product (1.0 means a 100% yield; for example, 0.34 means a 34% yield). From a dataset of Reaction yield outcomes from USPTO patents with 853,638 reactions. (1) The reactants are Cl[C:2]1[C:3]2[C@H:10]([CH3:11])[CH2:9][CH2:8][C:4]=2[N:5]=[CH:6][N:7]=1.[Cl:12][C:13]1[CH:38]=[CH:37][C:16]([CH2:17][N:18]([CH2:27][CH2:28][NH:29][C:30](=[O:36])[O:31][C:32]([CH3:35])([CH3:34])[CH3:33])[C:19]([N:21]2[CH2:26][CH2:25][NH:24][CH2:23][CH2:22]2)=[O:20])=[CH:15][CH:14]=1.CCN(C(C)C)C(C)C. The catalyst is C(#N)C.O. The product is [Cl:12][C:13]1[CH:14]=[CH:15][C:16]([CH2:17][N:18]([CH2:27][CH2:28][NH:29][C:30](=[O:36])[O:31][C:32]([CH3:33])([CH3:34])[CH3:35])[C:19]([N:21]2[CH2:22][CH2:23][N:24]([C:2]3[C:3]4[C@H:10]([CH3:11])[CH2:9][CH2:8][C:4]=4[N:5]=[CH:6][N:7]=3)[CH2:25][CH2:26]2)=[O:20])=[CH:37][CH:38]=1. The yield is 0.300. (2) The reactants are [CH3:1][O:2][C:3](=[O:18])[C:4]([C:7]1[CH:12]=[CH:11][C:10]([S:13]([CH3:16])(=[O:15])=[O:14])=[C:9]([Cl:17])[CH:8]=1)=[N+]=[N-].[CH:19]1([OH:24])[CH2:23][CH2:22][CH2:21][CH2:20]1.O. The catalyst is ClCCl.CC(O)=O.CC(O)=O.CC(O)=O.CC(O)=O.[Rh].[Rh]. The product is [CH3:1][O:2][C:3](=[O:18])[CH:4]([C:7]1[CH:12]=[CH:11][C:10]([S:13]([CH3:16])(=[O:15])=[O:14])=[C:9]([Cl:17])[CH:8]=1)[O:24][CH:19]1[CH2:23][CH2:22][CH2:21][CH2:20]1. The yield is 0.670. (3) The reactants are C(Cl)(=O)C(Cl)=O.CS(C)=O.[F:11][C:12]([F:21])([C:15]1[CH:20]=[CH:19][CH:18]=[CH:17][CH:16]=1)[CH2:13][OH:14].C(N(CC)CC)C. The catalyst is C(Cl)Cl.O. The product is [F:11][C:12]([F:21])([C:15]1[CH:16]=[CH:17][CH:18]=[CH:19][CH:20]=1)[CH:13]=[O:14]. The yield is 0.300. (4) The reactants are [Cl:1][C:2]1[N:7]=[CH:6][C:5]([C:8]2(O)[CH2:12][CH2:11][CH2:10][CH2:9]2)=[CH:4][CH:3]=1.S(=O)(=O)(O)O.[OH-].[Na+]. The catalyst is C(O)(=O)C. The product is [Cl:1][C:2]1[CH:3]=[CH:4][C:5]([C:8]2[CH2:12][CH2:11][CH2:10][CH:9]=2)=[CH:6][N:7]=1. The yield is 0.880. (5) The reactants are [NH2:1][C:2]1[CH:3]=[C:4]2[C:9](=[C:10]([C:12]([N:14]([CH3:16])[CH3:15])=[O:13])[CH:11]=1)[N:8]=[CH:7][C:6]([C:17]#[N:18])=[C:5]2[NH:19][C:20]1[CH:25]=[CH:24][C:23]([F:26])=[C:22]([Cl:27])[CH:21]=1.[C:28]1([CH3:36])[CH:33]=[CH:32][CH:31]=[C:30]([CH:34]=O)[CH:29]=1.[BH3-]C#N.[Na+]. No catalyst specified. The product is [Cl:27][C:22]1[CH:21]=[C:20]([NH:19][C:5]2[C:4]3[C:9](=[C:10]([C:12]([N:14]([CH3:15])[CH3:16])=[O:13])[CH:11]=[C:2]([NH:1][CH2:36][C:28]4[CH:33]=[CH:32][CH:31]=[C:30]([CH3:34])[CH:29]=4)[CH:3]=3)[N:8]=[CH:7][C:6]=2[C:17]#[N:18])[CH:25]=[CH:24][C:23]=1[F:26]. The yield is 0.400. (6) The reactants are [CH:1]#[C:2][CH3:3].[F:4][C:5]1[CH:6]=[C:7](I)[C:8]([NH2:11])=[N:9][CH:10]=1.C(N(CC)CC)C. The catalyst is C1COCC1.[Cu]I. The product is [F:4][C:5]1[CH:6]=[C:7]([C:1]#[C:2][CH3:3])[C:8]([NH2:11])=[N:9][CH:10]=1. The yield is 0.840. (7) The yield is 0.860. The reactants are N1C=CC=CC=1.Cl[C:8]([O:10][CH2:11][Cl:12])=[O:9].[CH2:13]([OH:19])[CH2:14][O:15][CH2:16][CH2:17][OH:18]. The product is [Cl:12][CH2:11][O:10][C:8]([O:19][CH2:13][CH2:14][O:15][CH2:16][CH2:17][O:18][C:8]([O:10][CH2:11][Cl:12])=[O:9])=[O:9]. The catalyst is ClCCl. (8) The reactants are [CH:1]([N:4]1[C:8]2[CH:9]=[CH:10][CH:11]=[CH:12][C:7]=2[NH:6][C:5]1=[O:13])([CH3:3])[CH3:2].[N+](C1C=C[C:20]([O:23]C(Cl)=O)=CC=1)([O-])=O.CCN(CC)CC.CC1C=CC(S(O)(=O)=O)=CC=1.[NH2:45][CH2:46][CH:47]1[CH2:52][CH2:51][N:50]([CH2:53][C:54]2([C:59]([OH:61])=[O:60])[CH2:58][CH2:57][CH2:56][CH2:55]2)[CH2:49][CH2:48]1. The catalyst is C(Cl)Cl. The product is [CH:1]([N:4]1[C:8]2[CH:9]=[CH:10][CH:11]=[CH:12][C:7]=2[N:6]([C:20]([NH:45][CH2:46][CH:47]2[CH2:52][CH2:51][N:50]([CH2:53][C:54]3([C:59]([OH:61])=[O:60])[CH2:58][CH2:57][CH2:56][CH2:55]3)[CH2:49][CH2:48]2)=[O:23])[C:5]1=[O:13])([CH3:3])[CH3:2]. The yield is 0.710.